Dataset: Catalyst prediction with 721,799 reactions and 888 catalyst types from USPTO. Task: Predict which catalyst facilitates the given reaction. Reactant: [C:1]([OH:9])(=[O:8])[CH:2]([CH2:4][C:5]([OH:7])=[O:6])[OH:3].[O-2:10].[Zn+2:11].[O-2:12].[Ca+2:13]. Product: [C:1]([OH:9])(=[O:8])[CH:2]([CH2:4][C:5]([OH:7])=[O:6])[OH:3].[C:1]([O-:9])(=[O:8])[CH:2]([CH2:4][C:5]([O-:7])=[O:6])[OH:3].[Zn+2:11].[OH:10][Ca:13][OH:12].[C:1]([O-:9])(=[O:8])[CH:2]([CH2:4][C:5]([O-:7])=[O:6])[OH:3]. The catalyst class is: 6.